This data is from Reaction yield outcomes from USPTO patents with 853,638 reactions. The task is: Predict the reaction yield, written as a fraction of the theoretical maximum amount of product (1.0 means a 100% yield; for example, 0.34 means a 34% yield). (1) The reactants are C(OC([N:8]1[CH2:12][CH2:11][CH2:10][C@H:9]1[C:13]1[NH:17][C:16]2[CH:18]=[CH:19][C:20]([CH:22]3[N:26]([C:27]4[CH:32]=[CH:31][C:30]([C:33]([CH3:36])([CH3:35])[CH3:34])=[CH:29][CH:28]=4)[CH:25]([C:37]4[CH:42]=[CH:41][C:40]([NH:43][C:44]([C@@H:46]5[CH2:50][CH2:49][CH2:48][N:47]5C(OC(C)(C)C)=O)=[O:45])=[CH:39][CH:38]=4)[CH2:24][CH2:23]3)=[CH:21][C:15]=2[N:14]=1)=O)(C)(C)C.C(O)(C(F)(F)F)=O. The catalyst is C(Cl)Cl. The product is [C:33]([C:30]1[CH:31]=[CH:32][C:27]([N:26]2[C@@H:22]([C:20]3[CH:19]=[CH:18][C:16]4[NH:17][C:13]([C@@H:9]5[CH2:10][CH2:11][CH2:12][NH:8]5)=[N:14][C:15]=4[CH:21]=3)[CH2:23][CH2:24][C@@H:25]2[C:37]2[CH:38]=[CH:39][C:40]([NH:43][C:44]([C@@H:46]3[CH2:50][CH2:49][CH2:48][NH:47]3)=[O:45])=[CH:41][CH:42]=2)=[CH:28][CH:29]=1)([CH3:36])([CH3:34])[CH3:35]. The yield is 0.370. (2) The reactants are [Br:1][C:2]1[CH:7]=[CH:6][C:5]([O:8][CH2:9][CH2:10][CH2:11]Br)=[CH:4][CH:3]=1.Cl.[F:14][C:15]1([F:21])[CH2:20][CH2:19][NH:18][CH2:17][CH2:16]1.C(=O)([O-])[O-].[K+].[K+]. The catalyst is C(#N)C. The product is [Br:1][C:2]1[CH:7]=[CH:6][C:5]([O:8][CH2:9][CH2:10][CH2:11][N:18]2[CH2:19][CH2:20][C:15]([F:21])([F:14])[CH2:16][CH2:17]2)=[CH:4][CH:3]=1. The yield is 0.500. (3) The reactants are C(Cl)CCl.[Cl:5][C:6]1[CH:7]=[N+:8]([O-:31])[CH:9]=[C:10]([Cl:30])[C:11]=1[CH2:12][C@@H:13]([C:15]1[CH:20]=[CH:19][C:18]([O:21][CH:22]([F:24])[F:23])=[C:17]([O:25][CH2:26][CH:27]2[CH2:29][CH2:28]2)[CH:16]=1)[OH:14].[CH:32]1([CH2:35][O:36][C:37]2[CH:49]=[CH:48][C:40]([C:41]([O:43][CH2:44][C:45](O)=[O:46])=[O:42])=[CH:39][C:38]=2[CH2:50][N:51]2[CH2:56][CH2:55][O:54][CH2:53][CH2:52]2)[CH2:34][CH2:33]1. The yield is 0.700. The product is [Cl:5][C:6]1[CH:7]=[N+:8]([O-:31])[CH:9]=[C:10]([Cl:30])[C:11]=1[CH2:12][C@H:13]([O:14][C:45](=[O:46])[CH2:44][O:43][C:41](=[O:42])[C:40]1[CH:48]=[CH:49][C:37]([O:36][CH2:35][CH:32]2[CH2:34][CH2:33]2)=[C:38]([CH2:50][N:51]2[CH2:52][CH2:53][O:54][CH2:55][CH2:56]2)[CH:39]=1)[C:15]1[CH:20]=[CH:19][C:18]([O:21][CH:22]([F:24])[F:23])=[C:17]([O:25][CH2:26][CH:27]2[CH2:29][CH2:28]2)[CH:16]=1. The catalyst is CN(C1C=CN=CC=1)C.C(Cl)Cl. (4) The reactants are [CH3:1][C:2]1[O:6][N:5]=[C:4]([CH2:7][N:8]2[C:16]3[C:11](=[CH:12][CH:13]=[CH:14][CH:15]=3)[C:10]([C:17]([OH:19])=O)=[N:9]2)[CH:3]=1.[NH2:20][C@H:21]([C:26]([NH2:28])=[O:27])[C:22]([CH3:25])([CH3:24])[CH3:23].CCN=C=NCCCN(C)C.Cl.C1C=CC2N(O)N=NC=2C=1.C(N(CC)C(C)C)(C)C. The catalyst is CN(C=O)C.O. The product is [NH2:28][C:26]([C@@H:21]([NH:20][C:17]([C:10]1[C:11]2[C:16](=[CH:15][CH:14]=[CH:13][CH:12]=2)[N:8]([CH2:7][C:4]2[CH:3]=[C:2]([CH3:1])[O:6][N:5]=2)[N:9]=1)=[O:19])[C:22]([CH3:25])([CH3:24])[CH3:23])=[O:27]. The yield is 0.300. (5) The reactants are C(=O)([O-])[O-].[Cs+].[Cs+].[OH:7][C:8]1[CH:13]=[CH:12][C:11]([C:14]2[CH2:18][C:17]([C:20]([F:23])([F:22])[F:21])([OH:19])[O:16][N:15]=2)=[CH:10][CH:9]=1.Cl[CH2:25][C:26]([NH:28][C:29]1[CH:34]=[CH:33][CH:32]=[CH:31][CH:30]=1)=[O:27]. The catalyst is CN(C=O)C.[Cl-].[Na+].O. The product is [OH:19][C:17]1([C:20]([F:23])([F:22])[F:21])[O:16][N:15]=[C:14]([C:11]2[CH:10]=[CH:9][C:8]([O:7][CH2:25][C:26]([NH:28][C:29]3[CH:34]=[CH:33][CH:32]=[CH:31][CH:30]=3)=[O:27])=[CH:13][CH:12]=2)[CH2:18]1. The yield is 0.460. (6) The reactants are [CH3:1][N:2]([CH3:20])[C:3]([C:5]1[N:14]([CH:15]2[CH2:19][CH2:18][CH2:17][CH2:16]2)[C:8]2[N:9]=[C:10](Cl)[N:11]=[CH:12][C:7]=2[CH:6]=1)=[O:4].[C:21]([O:25][C:26]([N:28]1[CH2:33][CH2:32][N:31]([C:34]2[CH:35]=[N:36][C:37]([NH2:40])=[CH:38][CH:39]=2)[C:30](=[O:41])[CH2:29]1)=[O:27])([CH3:24])([CH3:23])[CH3:22].C(=O)([O-])[O-].[Cs+].[Cs+]. The catalyst is O1C=COC=C1.C([O-])(=O)C.[Pd+2].C([O-])(=O)C.C1C=CC(P(C2C(C3C(P(C4C=CC=CC=4)C4C=CC=CC=4)=CC=C4C=3C=CC=C4)=C3C(C=CC=C3)=CC=2)C2C=CC=CC=2)=CC=1. The product is [C:21]([O:25][C:26]([N:28]1[CH2:33][CH2:32][N:31]([C:34]2[CH:35]=[N:36][C:37]([NH:40][C:10]3[N:11]=[CH:12][C:7]4[CH:6]=[C:5]([C:3](=[O:4])[N:2]([CH3:20])[CH3:1])[N:14]([CH:15]5[CH2:19][CH2:18][CH2:17][CH2:16]5)[C:8]=4[N:9]=3)=[CH:38][CH:39]=2)[C:30](=[O:41])[CH2:29]1)=[O:27])([CH3:24])([CH3:22])[CH3:23]. The yield is 0.830. (7) The reactants are Br[C:2]1[CH:7]=[C:6]([F:8])[CH:5]=[CH:4][C:3]=1[O:9][CH3:10].[CH:11]1[C:23]2[NH:22][C:21]3[C:16](=[CH:17][CH:18]=[CH:19][CH:20]=3)[C:15]=2[CH:14]=[CH:13][CH:12]=1. The catalyst is O1CCOCC1.[Cu]I.NCC(N)C. The product is [F:8][C:6]1[CH:5]=[CH:4][C:3]([O:9][CH3:10])=[C:2]([N:22]2[C:23]3[CH:11]=[CH:12][CH:13]=[CH:14][C:15]=3[C:16]3[C:21]2=[CH:20][CH:19]=[CH:18][CH:17]=3)[CH:7]=1. The yield is 0.260. (8) The reactants are [C:1]1([P:7]([C:22]2[CH:27]=[CH:26][CH:25]=[CH:24][CH:23]=2)([C:16]2[CH:21]=[CH:20][CH:19]=[CH:18][CH:17]=2)=[CH:8][C:9]([O:11][C:12]([CH3:15])([CH3:14])[CH3:13])=[O:10])[CH:6]=[CH:5][CH:4]=[CH:3][CH:2]=1.Br[CH2:29][C:30]#[N:31]. The product is [C:30]([CH2:29][C:8](=[P:7]([C:22]1[CH:27]=[CH:26][CH:25]=[CH:24][CH:23]=1)([C:1]1[CH:2]=[CH:3][CH:4]=[CH:5][CH:6]=1)[C:16]1[CH:17]=[CH:18][CH:19]=[CH:20][CH:21]=1)[C:9]([O:11][C:12]([CH3:13])([CH3:14])[CH3:15])=[O:10])#[N:31]. The yield is 0.630. The catalyst is CC(=O)OCC.